This data is from Forward reaction prediction with 1.9M reactions from USPTO patents (1976-2016). The task is: Predict the product of the given reaction. (1) Given the reactants Br[CH2:2][C:3]1[CH:12]=[C:11]([O:13][CH3:14])[CH:10]=[CH:9][C:4]=1[C:5]([O:7][CH3:8])=[O:6].[CH3:15][O:16][C:17](=[O:25])[C:18]1[CH:23]=[CH:22][CH:21]=[C:20]([NH2:24])[CH:19]=1.C(N(CC)CC)C, predict the reaction product. The product is: [CH3:14][O:13][C:11]1[CH:10]=[CH:9][C:4]([C:5]([O:7][CH3:8])=[O:6])=[C:3]([CH2:2][NH:24][C:20]2[CH:21]=[CH:22][CH:23]=[C:18]([C:17]([O:16][CH3:15])=[O:25])[CH:19]=2)[CH:12]=1. (2) Given the reactants C[O:2][C:3]([CH:5]1[CH2:9][N:8]([C@@H:10]([CH2:14][CH3:15])[C:11]([NH2:13])=[O:12])[C:7](=[O:16])[CH2:6]1)=O.[BH4-].[Na+].[NH4+].[Cl-].CC(C)=O, predict the reaction product. The product is: [OH:2][CH2:3][CH:5]1[CH2:9][N:8]([C@@H:10]([CH2:14][CH3:15])[C:11]([NH2:13])=[O:12])[C:7](=[O:16])[CH2:6]1. (3) Given the reactants [Cl:1][C:2]1[C:3]([Cl:11])=[N:4][CH:5]=[C:6]([CH:10]=1)[C:7]([OH:9])=[O:8].O.[C:13]1(C)C=CC(S(O)(=O)=O)=CC=1, predict the reaction product. The product is: [CH3:13][O:8][C:7](=[O:9])[C:6]1[CH:10]=[C:2]([Cl:1])[C:3]([Cl:11])=[N:4][CH:5]=1. (4) Given the reactants C1(N)C=CC=CC=1N.[N+:9]([C:12]1[CH:28]=[CH:27][C:15]2[CH2:16][C:17]3[CH:26]=[CH:25][CH:24]=[CH:23][C:18]=3[NH:19][S:20](=[O:22])(=[O:21])[C:14]=2[CH:13]=1)([O-:11])=[O:10].S(Cl)Cl.C(OCC)C, predict the reaction product. The product is: [N+:9]([C:12]1[CH:28]=[CH:27][C:15]2[CH2:16][C:17]3[CH:26]=[CH:25][CH:24]=[CH:23][C:18]=3[NH:19][S:20](=[O:22])(=[O:21])[C:14]=2[CH:13]=1)([O-:11])=[O:10]. (5) Given the reactants [CH3:1][NH:2][CH2:3][C:4]1[O:5][C:6]2[CH:13]=[CH:12][CH:11]=[CH:10][C:7]=2[C:8]=1[CH3:9].[ClH:14].[CH3:15][C:16]1([CH3:31])[O:21][C:20]2[CH:22]=[C:23]([CH:26]=[CH:27][C:28]([OH:30])=O)[CH:24]=[N:25][C:19]=2[NH:18][CH2:17]1.ON1C2C=CC=CC=2N=N1.C(N(C(C)C)CC)(C)C.CN(C)CCCN=C=NCC, predict the reaction product. The product is: [ClH:14].[CH3:31][C:16]1([CH3:15])[O:21][C:20]2[CH:22]=[C:23](/[CH:26]=[CH:27]/[C:28]([N:2]([CH3:1])[CH2:3][C:4]3[O:5][C:6]4[CH:13]=[CH:12][CH:11]=[CH:10][C:7]=4[C:8]=3[CH3:9])=[O:30])[CH:24]=[N:25][C:19]=2[NH:18][CH2:17]1. (6) Given the reactants [NH:1]1[C:5]2[N:6]=[CH:7][CH:8]=[C:9]([OH:10])[C:4]=2[CH:3]=[CH:2]1.CS(O[CH:16]([CH3:18])[CH3:17])(=O)=O.C([O-])([O-])=O.[K+].[K+], predict the reaction product. The product is: [CH:16]([O:10][C:9]1[CH:8]=[CH:7][N:6]=[C:5]2[NH:1][CH:2]=[CH:3][C:4]=12)([CH3:18])[CH3:17]. (7) Given the reactants [N:1]1([C:10](=[O:12])[CH3:11])[CH2:6][CH2:5][CH:4]([C:7](=[O:9])[CH3:8])[CH2:3][CH2:2]1.[Br:13]Br, predict the reaction product. The product is: [C:10]([N:1]1[CH2:6][CH2:5][CH:4]([C:7](=[O:9])[CH2:8][Br:13])[CH2:3][CH2:2]1)(=[O:12])[CH3:11]. (8) Given the reactants [O:1]=[S:2]1(=[O:20])[CH2:6][CH2:5][CH2:4][N:3]1[CH2:7][C:8]12[CH2:16][CH:12]3[CH2:13][CH:14]([CH2:15]1)[C:10](C(O)=O)([CH2:11]3)[CH2:9]2.OS(O)(=O)=O.[N-:26]=[N+]=[N-].[Na+], predict the reaction product. The product is: [O:1]=[S:2]1(=[O:20])[CH2:6][CH2:5][CH2:4][N:3]1[CH2:7][C:8]12[CH2:16][CH:12]3[CH2:13][CH:14]([CH2:15]1)[C:10]([NH2:26])([CH2:11]3)[CH2:9]2. (9) Given the reactants O1[C:5]2([CH2:10][CH2:9][CH:8]([CH:11]([NH:14][C:15](=[O:18])[O:16][CH3:17])[CH2:12][CH3:13])[CH2:7][CH2:6]2)[O:4]CC1.Cl, predict the reaction product. The product is: [O:4]=[C:5]1[CH2:10][CH2:9][CH:8]([CH:11]([NH:14][C:15](=[O:18])[O:16][CH3:17])[CH2:12][CH3:13])[CH2:7][CH2:6]1.